This data is from Full USPTO retrosynthesis dataset with 1.9M reactions from patents (1976-2016). The task is: Predict the reactants needed to synthesize the given product. (1) Given the product [CH3:24][S:25](=[N:1][C:2]1[N:3]=[C:4]([C:18]2[CH:19]=[CH:20][CH:21]=[CH:22][CH:23]=2)[C:5]([C:8]2[CH:9]=[CH:10][C:11](=[O:17])[N:12]([CH:14]([CH3:16])[CH3:15])[N:13]=2)=[N:6][CH:7]=1)[CH3:26], predict the reactants needed to synthesize it. The reactants are: [NH2:1][C:2]1[N:3]=[C:4]([C:18]2[CH:23]=[CH:22][CH:21]=[CH:20][CH:19]=2)[C:5]([C:8]2[CH:9]=[CH:10][C:11](=[O:17])[N:12]([CH:14]([CH3:16])[CH3:15])[N:13]=2)=[N:6][CH:7]=1.[CH3:24][S:25][CH3:26].ClN1C(=O)CCC1=O.C[O-].[Na+]. (2) Given the product [F:40][C:37]([F:38])([F:39])[O:36][C:33]1[CH:32]=[CH:31][C:30]([C:27]2[CH:28]=[CH:29][C:24]([O:23][C@H:10]([CH2:11][O:12][Si:13]([CH:17]([CH3:19])[CH3:18])([CH:20]([CH3:21])[CH3:22])[CH:14]([CH3:16])[CH3:15])[CH2:9][OH:8])=[CH:25][CH:26]=2)=[CH:35][CH:34]=1, predict the reactants needed to synthesize it. The reactants are: C([O:8][CH2:9][C@H:10]([O:23][C:24]1[CH:29]=[CH:28][C:27]([C:30]2[CH:35]=[CH:34][C:33]([O:36][C:37]([F:40])([F:39])[F:38])=[CH:32][CH:31]=2)=[CH:26][CH:25]=1)[CH2:11][O:12][Si:13]([CH:20]([CH3:22])[CH3:21])([CH:17]([CH3:19])[CH3:18])[CH:14]([CH3:16])[CH3:15])C1C=CC=CC=1. (3) Given the product [CH2:22]([NH:29][C:18]([C:14]1[S:13][C:12]([N:9]2[CH:10]=[CH:11][C:6]([O:5][CH2:4][CH:1]3[CH2:2][CH2:3]3)=[CH:7][C:8]2=[O:21])=[N:16][C:15]=1[CH3:17])=[O:20])[C:23]1[CH:28]=[CH:27][CH:26]=[CH:25][CH:24]=1, predict the reactants needed to synthesize it. The reactants are: [CH:1]1([CH2:4][O:5][C:6]2[CH:11]=[CH:10][N:9]([C:12]3[S:13][C:14]([C:18]([OH:20])=O)=[C:15]([CH3:17])[N:16]=3)[C:8](=[O:21])[CH:7]=2)[CH2:3][CH2:2]1.[CH2:22]([NH2:29])[C:23]1[CH:28]=[CH:27][CH:26]=[CH:25][CH:24]=1. (4) Given the product [O:5]=[C:6]1[CH:11]([CH:12]([CH2:16][CH2:17][CH3:18])[C:13]([O:15][CH3:26])=[O:14])[C:10](=[O:19])[NH:9][C:8]([N:20]2[CH2:25][CH2:24][CH2:23][CH2:22][CH2:21]2)=[N:7]1, predict the reactants needed to synthesize it. The reactants are: S(Cl)(Cl)=O.[OH:5][C:6]1[C:11]([CH:12]([CH2:16][CH2:17][CH3:18])[C:13]([OH:15])=[O:14])=[C:10]([OH:19])[N:9]=[C:8]([N:20]2[CH2:25][CH2:24][CH2:23][CH2:22][CH2:21]2)[N:7]=1.[CH3:26]O. (5) Given the product [CH2:21]([N:4]1[CH2:5][CH2:6][N:1]([CH:7]([CH3:13])[C:8]([O:10][CH2:11][CH3:12])=[O:9])[CH2:2][CH2:3]1)[CH3:22], predict the reactants needed to synthesize it. The reactants are: [N:1]1([CH:7]([CH3:13])[C:8]([O:10][CH2:11][CH3:12])=[O:9])[CH2:6][CH2:5][NH:4][CH2:3][CH2:2]1.C(=O)([O-])[O-].[K+].[K+].Br[CH2:21][CH3:22]. (6) Given the product [C:1]([C:5]1[O:9][N:8]=[C:7]([C:10]2[CH:15]=[C:14]([O:25][CH:22]3[CH2:23][CH2:24][O:20][CH2:21]3)[C:13]([CH:17]3[CH2:19][CH2:18]3)=[CH:12][N:11]=2)[N:6]=1)([CH3:4])([CH3:3])[CH3:2], predict the reactants needed to synthesize it. The reactants are: [C:1]([C:5]1[O:9][N:8]=[C:7]([C:10]2[CH:15]=[C:14](Cl)[C:13]([CH:17]3[CH2:19][CH2:18]3)=[CH:12][N:11]=2)[N:6]=1)([CH3:4])([CH3:3])[CH3:2].[O:20]1[CH2:24][CH2:23][CH:22]([OH:25])[CH2:21]1. (7) Given the product [F:1][C:2]1[CH:3]=[C:4]([C:31]#[C:30][CH2:29][OH:32])[CH:5]=[CH:6][C:7]=1[F:8], predict the reactants needed to synthesize it. The reactants are: [F:1][C:2]1[CH:3]=[C:4](I)[CH:5]=[CH:6][C:7]=1[F:8].C1(P(C2C=CC=CC=2)C2C=CC=CC=2)C=CC=CC=1.[CH2:29]([OH:32])[C:30]#[CH:31].C(N(C(C)C)CC)(C)C.